This data is from Cav3 T-type calcium channel HTS with 100,875 compounds. The task is: Binary Classification. Given a drug SMILES string, predict its activity (active/inactive) in a high-throughput screening assay against a specified biological target. The result is 0 (inactive). The drug is S(c1c(=O)n(ncc1SC)c1ccccc1)C.